Dataset: NCI-60 drug combinations with 297,098 pairs across 59 cell lines. Task: Regression. Given two drug SMILES strings and cell line genomic features, predict the synergy score measuring deviation from expected non-interaction effect. Drug 1: CCCS(=O)(=O)NC1=C(C(=C(C=C1)F)C(=O)C2=CNC3=C2C=C(C=N3)C4=CC=C(C=C4)Cl)F. Drug 2: C#CCC(CC1=CN=C2C(=N1)C(=NC(=N2)N)N)C3=CC=C(C=C3)C(=O)NC(CCC(=O)O)C(=O)O. Cell line: LOX IMVI. Synergy scores: CSS=24.2, Synergy_ZIP=-16.1, Synergy_Bliss=-23.0, Synergy_Loewe=-21.0, Synergy_HSA=-20.0.